This data is from Catalyst prediction with 721,799 reactions and 888 catalyst types from USPTO. The task is: Predict which catalyst facilitates the given reaction. (1) The catalyst class is: 50. Reactant: [F:1][C:2]1[CH:3]=[C:4]([NH:14][CH2:15][C:16]([O:18][CH3:19])=[O:17])[CH:5]=[CH:6][C:7]=1[N:8]1[CH2:13][CH2:12][O:11][CH2:10][CH2:9]1.[CH3:20]OC(OC)C=O. Product: [CH3:19][O:18][CH:16]([O:17][CH3:20])[CH2:15][NH:14][C:4]1[CH:5]=[CH:6][C:7]([N:8]2[CH2:9][CH2:10][O:11][CH2:12][CH2:13]2)=[C:2]([F:1])[CH:3]=1. (2) Reactant: [OH:1][C:2]1[CH:3]=[C:4]2[C:9](=[CH:10][CH:11]=1)[CH:8]=[C:7]([C:12]1[O:13][C:14]3[CH:26]=[CH:25][CH:24]=[CH:23][C:15]=3[C:16]=1[C:17](=[O:22])[CH2:18][CH2:19][CH2:20][CH3:21])[CH:6]=[CH:5]2.[H-].[Na+].Br[CH2:30][C:31]([O:33][CH2:34][CH3:35])=[O:32].Cl. Product: [C:17]([C:16]1[C:15]2[CH:23]=[CH:24][CH:25]=[CH:26][C:14]=2[O:13][C:12]=1[C:7]1[CH:8]=[C:9]2[C:4](=[CH:5][CH:6]=1)[CH:3]=[C:2]([O:1][CH2:30][C:31]([O:33][CH2:34][CH3:35])=[O:32])[CH:11]=[CH:10]2)(=[O:22])[CH2:18][CH2:19][CH2:20][CH3:21]. The catalyst class is: 18.